This data is from Reaction yield outcomes from USPTO patents with 853,638 reactions. The task is: Predict the reaction yield, written as a fraction of the theoretical maximum amount of product (1.0 means a 100% yield; for example, 0.34 means a 34% yield). (1) The reactants are [CH3:1][C:2]([C:4]1[CH:9]=[CH:8][C:7]([C:10]([F:13])([F:12])[F:11])=[CH:6][CH:5]=1)=[O:3].Br.[OH2:15]. The catalyst is CS(C)=O. The product is [F:13][C:10]([F:11])([F:12])[C:7]1[CH:8]=[CH:9][C:4]([C:2](=[O:3])[CH:1]=[O:15])=[CH:5][CH:6]=1. The yield is 0.590. (2) The reactants are [Cl:1][C:2]1[N:3]=[C:4]([C:9]([NH:11][C@@H:12]2[CH2:17][CH2:16][N:15]([C:18](OC(C)(C)C)=O)[CH2:14][C@H:13]2[F:25])=[O:10])[NH:5][C:6]=1[CH2:7][CH3:8].Cl.O1CCOCC1.BrC1[S:35][C:36]([C:40]([O:42][CH2:43][CH3:44])=[O:41])=[C:37]([CH3:39])[N:38]=1.C(=O)([O-])[O-].[Na+].[Na+]. No catalyst specified. The product is [Cl:1][C:2]1[N:3]=[C:4]([C:9]([NH:11][C@@H:12]2[CH2:17][CH2:16][N:15]([C:18]3[S:35][C:36]([C:40]([O:42][CH2:43][CH3:44])=[O:41])=[C:37]([CH3:39])[N:38]=3)[CH2:14][C@H:13]2[F:25])=[O:10])[NH:5][C:6]=1[CH2:7][CH3:8]. The yield is 0.820. (3) The reactants are Cl.[Cl:2][C:3]1[CH:4]=[C:5]2[C:9](=[CH:10][CH:11]=1)[NH:8][CH:7]=[C:6]2[CH2:12][CH2:13][NH2:14].[CH3:15][C:16]1[C:20]([C:21](Cl)=[O:22])=[C:19]([C:24]2[CH:29]=[CH:28][CH:27]=[CH:26][CH:25]=2)[O:18][N:17]=1.C(N(CC)CC)C.C(OCC)(=O)C. The catalyst is ClCCl. The product is [Cl:2][C:3]1[CH:4]=[C:5]2[C:9](=[CH:10][CH:11]=1)[NH:8][CH:7]=[C:6]2[CH2:12][CH2:13][NH:14][C:21]([C:20]1[C:16]([CH3:15])=[N:17][O:18][C:19]=1[C:24]1[CH:25]=[CH:26][CH:27]=[CH:28][CH:29]=1)=[O:22]. The yield is 0.840. (4) The reactants are [F:1][C:2]1[CH:3]=[C:4]2[C:9](=[CH:10][CH:11]=1)[N:8]=[C:7]([NH:12][C:13](=[O:17])OCC)[C:6]([O:18][CH3:19])=[N:5]2.[F:20][C:21]1[CH:26]=[CH:25][C:24]([N:27]2[CH2:32][CH2:31][NH:30][CH2:29][CH2:28]2)=[CH:23][CH:22]=1. No catalyst specified. The product is [F:1][C:2]1[CH:3]=[C:4]2[C:9](=[CH:10][CH:11]=1)[N:8]=[C:7]([NH:12][C:13]([N:30]1[CH2:29][CH2:28][N:27]([C:24]3[CH:23]=[CH:22][C:21]([F:20])=[CH:26][CH:25]=3)[CH2:32][CH2:31]1)=[O:17])[C:6]([O:18][CH3:19])=[N:5]2. The yield is 0.820. (5) The reactants are [Br:1][C:2]1[CH:3]=[C:4]([C:8]2[CH:16]=[CH:15][CH:14]=[C:13]3[C:9]=2[CH2:10][C:11](=[O:17])[NH:12]3)[CH:5]=[CH:6][CH:7]=1.[CH2:18]([N:20]([CH2:35][CH3:36])[CH2:21][CH2:22][NH:23][C:24]([C:26]1[C:30]([CH3:31])=[C:29]([CH:32]=O)[NH:28][C:27]=1[CH3:34])=[O:25])[CH3:19]. The catalyst is C(O)C.N1CCCCC1. The product is [CH2:35]([N:20]([CH2:18][CH3:19])[CH2:21][CH2:22][NH:23][C:24]([C:26]1[C:30]([CH3:31])=[C:29]([CH:32]=[C:10]2[C:9]3[C:13](=[CH:14][CH:15]=[CH:16][C:8]=3[C:4]3[CH:5]=[CH:6][CH:7]=[C:2]([Br:1])[CH:3]=3)[NH:12][C:11]2=[O:17])[NH:28][C:27]=1[CH3:34])=[O:25])[CH3:36]. The yield is 0.670. (6) The reactants are Br[C:2]1[CH:3]=[C:4]([F:13])[C:5]2[O:9][C:8]([CH3:11])([CH3:10])[CH2:7][C:6]=2[CH:12]=1.C([Li])CCC.[B:19](OC(C)C)([O:24]C(C)C)[O:20]C(C)C.Cl. The catalyst is O1CCCC1. The product is [F:13][C:4]1[C:5]2[O:9][C:8]([CH3:11])([CH3:10])[CH2:7][C:6]=2[CH:12]=[C:2]([B:19]([OH:24])[OH:20])[CH:3]=1. The yield is 0.400. (7) The reactants are [CH3:1][O:2][C:3]1[CH:9]=[CH:8][C:6]([NH2:7])=[CH:5][CH:4]=1.[N:10]1[CH:15]=[CH:14][C:13]([CH:16]=O)=[CH:12][CH:11]=1.C(=O)([O-])[O-].[K+].[K+].S([CH2:34][N+:35]#[C-:36])(C1C=CC(C)=CC=1)(=O)=O. The catalyst is C1(C)C=CC=CC=1.CO. The product is [CH3:1][O:2][C:3]1[CH:9]=[CH:8][C:6]([N:7]2[C:16]([C:13]3[CH:14]=[CH:15][N:10]=[CH:11][CH:12]=3)=[CH:36][N:35]=[CH:34]2)=[CH:5][CH:4]=1. The yield is 0.560.